Dataset: Reaction yield outcomes from USPTO patents with 853,638 reactions. Task: Predict the reaction yield, written as a fraction of the theoretical maximum amount of product (1.0 means a 100% yield; for example, 0.34 means a 34% yield). (1) The catalyst is CO.C(Cl)Cl.[Pd]. The reactants are [CH2:1]([O:3]/[C:4](=[CH:8]\[C:9]1[C:17]2[O:16][CH:15]=[CH:14][C:13]=2[C:12]([O:18][CH2:19][CH2:20][C:21]2[N:22]=[C:23]([C:27]3[CH:32]=[CH:31][CH:30]=[CH:29][CH:28]=3)[O:24][C:25]=2[CH3:26])=[CH:11][CH:10]=1)/[C:5]([OH:7])=[O:6])[CH3:2]. The yield is 0.560. The product is [CH2:1]([O:3][CH:4]([CH2:8][C:9]1[C:17]2[O:16][CH2:15][CH2:14][C:13]=2[C:12]([O:18][CH2:19][CH2:20][C:21]2[N:22]=[C:23]([C:27]3[CH:28]=[CH:29][CH:30]=[CH:31][CH:32]=3)[O:24][C:25]=2[CH3:26])=[CH:11][CH:10]=1)[C:5]([OH:7])=[O:6])[CH3:2]. (2) The reactants are C1(C)C=CC(S(O)(=O)=O)=CC=1.C1COCC1.CCOC(C)=O.[Cl:23][C:24]1[CH:25]=[C:26]([C:31]2[N:35]([C:36]3[CH:41]=[CH:40][C:39]([O:42][CH3:43])=[CH:38][CH:37]=3)[N:34]=[C:33]([CH2:44][O:45]C3CCCCO3)[CH:32]=2)[CH:27]=[CH:28][C:29]=1[Cl:30]. The catalyst is CO. The product is [Cl:23][C:24]1[CH:25]=[C:26]([C:31]2[N:35]([C:36]3[CH:37]=[CH:38][C:39]([O:42][CH3:43])=[CH:40][CH:41]=3)[N:34]=[C:33]([CH2:44][OH:45])[CH:32]=2)[CH:27]=[CH:28][C:29]=1[Cl:30]. The yield is 0.637. (3) The catalyst is CN(C=O)C. The product is [CH3:1][C:2]1[O:6][N:5]=[C:4]([C:7]2[CH:8]=[CH:9][CH:10]=[CH:11][CH:12]=2)[C:3]=1[CH2:13][O:14][C:15]1[CH:23]=[CH:22][C:18]([C:19]([NH:58][CH2:57][C:56]([F:60])([F:59])[F:55])=[O:21])=[CH:17][N:16]=1. The yield is 0.840. The reactants are [CH3:1][C:2]1[O:6][N:5]=[C:4]([C:7]2[CH:12]=[CH:11][CH:10]=[CH:9][CH:8]=2)[C:3]=1[CH2:13][O:14][C:15]1[CH:23]=[CH:22][C:18]([C:19]([OH:21])=O)=[CH:17][N:16]=1.F[B-](F)(F)F.N1(OC(N(C)C)=[N+](C)C)C2C=CC=CC=2N=N1.C(N(CC)C(C)C)(C)C.[F:55][C:56]([F:60])([F:59])[CH2:57][NH2:58]. (4) The reactants are [C:1]1(B(O)O)[CH:6]=[CH:5][CH:4]=[CH:3][CH:2]=1.Br[C:11]1[CH:16]=[CH:15][N:14]=[C:13]([NH2:17])[CH:12]=1.C(=O)([O-])[O-].[Na+].[Na+]. The catalyst is COCCOC. The product is [C:1]1([C:11]2[CH:16]=[CH:15][N:14]=[C:13]([NH2:17])[CH:12]=2)[CH:6]=[CH:5][CH:4]=[CH:3][CH:2]=1. The yield is 0.990. (5) The reactants are Cl.[CH3:2][NH:3][CH2:4][C@H:5]1[CH2:10][CH2:9][C@H:8]([C:11]([OH:13])=[O:12])[CH2:7][CH2:6]1.CCN(C(C)C)C(C)C.Br[C:24]1[N:29]=[CH:28][C:27]([Br:30])=[CH:26][N:25]=1. The catalyst is CC(N(C)C)=O. The product is [Br:30][C:27]1[CH:26]=[N:25][C:24]([N:3]([CH2:4][C@H:5]2[CH2:10][CH2:9][C@H:8]([C:11]([OH:13])=[O:12])[CH2:7][CH2:6]2)[CH3:2])=[N:29][CH:28]=1. The yield is 0.920. (6) The product is [CH2:26]([C@@H:21]1[C@@H:20]([OH:33])[C:19]2[C:24](=[CH:25][C:16]([C:7]3[CH:8]=[C:9]([C:12]([F:15])([F:13])[F:14])[CH:10]=[CH:11][C:6]=3[C:5]([OH:34])=[O:4])=[CH:17][CH:18]=2)[O:23][CH2:22]1)[C:27]1[CH:28]=[CH:29][CH:30]=[CH:31][CH:32]=1. The reactants are CC(C)(C)C[O:4][C:5](=[O:34])[C:6]1[CH:11]=[CH:10][C:9]([C:12]([F:15])([F:14])[F:13])=[CH:8][C:7]=1[C:16]1[CH:25]=[C:24]2[C:19]([C@H:20]([OH:33])[C@@H:21]([CH2:26][C:27]3[CH:32]=[CH:31][CH:30]=[CH:29][CH:28]=3)[CH2:22][O:23]2)=[CH:18][CH:17]=1.[OH-].[Na+].O. The yield is 0.500. The catalyst is C(O)(C)C. (7) The reactants are [CH3:1][O:2][C:3]1[CH:4]=[C:5]([CH:7]=[CH:8][C:9]=1[C:10]1[O:14][CH:13]=[N:12][CH:11]=1)[NH2:6].[O:15]1[CH:19]=[CH:18][CH:17]=[C:16]1[CH:20]=O. The product is [O:15]1[CH:19]=[CH:18][CH:17]=[C:16]1[CH2:20][NH:6][C:5]1[CH:7]=[CH:8][C:9]([C:10]2[O:14][CH:13]=[N:12][CH:11]=2)=[C:3]([O:2][CH3:1])[CH:4]=1. The yield is 0.518. No catalyst specified.